From a dataset of Full USPTO retrosynthesis dataset with 1.9M reactions from patents (1976-2016). Predict the reactants needed to synthesize the given product. Given the product [CH2:1]([O:8][C:9](=[O:16])[N:10]([CH2:24][C:23]1[CH:26]=[CH:27][C:20]([Br:19])=[CH:21][CH:22]=1)[CH:11]([CH3:15])[CH2:12][CH:13]=[CH2:14])[C:2]1[CH:7]=[CH:6][CH:5]=[CH:4][CH:3]=1, predict the reactants needed to synthesize it. The reactants are: [CH2:1]([O:8][C:9](=[O:16])[NH:10][CH:11]([CH3:15])[CH2:12][CH:13]=[CH2:14])[C:2]1[CH:7]=[CH:6][CH:5]=[CH:4][CH:3]=1.[H-].[Na+].[Br:19][C:20]1[CH:27]=[CH:26][C:23]([CH2:24]Br)=[CH:22][CH:21]=1.